This data is from Peptide-MHC class I binding affinity with 185,985 pairs from IEDB/IMGT. The task is: Regression. Given a peptide amino acid sequence and an MHC pseudo amino acid sequence, predict their binding affinity value. This is MHC class I binding data. (1) The peptide sequence is RYLVKTESW. The MHC is HLA-A24:02 with pseudo-sequence HLA-A24:02. The binding affinity (normalized) is 1.00. (2) The peptide sequence is IGKLFTQTM. The MHC is HLA-B08:01 with pseudo-sequence HLA-B08:01. The binding affinity (normalized) is 0.391. (3) The peptide sequence is KHDEEFCDM. The MHC is HLA-B18:01 with pseudo-sequence HLA-B18:01. The binding affinity (normalized) is 0.0847. (4) The peptide sequence is PVSAMVRMY. The MHC is HLA-A01:01 with pseudo-sequence HLA-A01:01. The binding affinity (normalized) is 0.137. (5) The peptide sequence is PFGMSRILL. The MHC is HLA-A32:01 with pseudo-sequence HLA-A32:01. The binding affinity (normalized) is 0. (6) The peptide sequence is NSDDYTADE. The MHC is HLA-A01:01 with pseudo-sequence HLA-A01:01. The binding affinity (normalized) is 0. (7) The peptide sequence is FIKDRATAV. The MHC is HLA-A26:01 with pseudo-sequence HLA-A26:01. The binding affinity (normalized) is 0.0847.